Dataset: Full USPTO retrosynthesis dataset with 1.9M reactions from patents (1976-2016). Task: Predict the reactants needed to synthesize the given product. (1) Given the product [CH3:10][O:11][C:12]1[CH:13]=[CH:14][C:15]([S:18]([N:21]2[CH:22]=[CH:23][C@H:24]([C:25]3[CH:30]=[CH:29][CH:28]=[CH:27][CH:26]=3)[C@H:3]([CH2:4][C:5]([O:7][CH2:8][CH3:9])=[O:6])[C:2]2=[O:1])(=[O:19])=[O:20])=[CH:16][CH:17]=1, predict the reactants needed to synthesize it. The reactants are: [O:1]=[CH:2]/[CH:3]=[CH:4]/[C:5]([O:7][CH2:8][CH3:9])=[O:6].[CH3:10][O:11][C:12]1[CH:17]=[CH:16][C:15]([S:18]([N:21]=[CH:22]/[CH:23]=[CH:24]/[C:25]2[CH:30]=[CH:29][CH:28]=[CH:27][CH:26]=2)(=[O:20])=[O:19])=[CH:14][CH:13]=1. (2) Given the product [C:19]([O:18][C:16]([N:12]1[CH2:13][CH2:14][CH2:15][CH:11]1[C:9]([O:8][CH2:7][C:6]([C:5]1[S:1][CH:2]2[CH:26]=[C:25]([Br:27])[S:24][CH:3]2[CH:4]=1)=[O:23])=[O:10])=[O:17])([CH3:20])([CH3:21])[CH3:22], predict the reactants needed to synthesize it. The reactants are: [S:1]1[C:5]([C:6](=[O:23])[CH2:7][O:8][C:9]([CH:11]2[CH2:15][CH2:14][CH2:13][N:12]2[C:16]([O:18][C:19]([CH3:22])([CH3:21])[CH3:20])=[O:17])=[O:10])=[CH:4][CH:3]2[S:24][CH:25]=[CH:26][CH:2]12.[Br:27]N1C(=O)CCC1=O. (3) Given the product [Cl:1][C:2]1[CH:3]=[C:4]2[C:8](=[CH:9][CH:10]=1)[NH:7][C:6](=[O:11])[C:5]2=[C:30]1[C:32]2[C:27](=[CH:26][C:25]([N:24]([CH3:35])[CH3:23])=[CH:34][CH:33]=2)[CH2:28][O:29]1, predict the reactants needed to synthesize it. The reactants are: [Cl:1][C:2]1[CH:3]=[C:4]2[C:8](=[CH:9][CH:10]=1)[NH:7][C:6](=[O:11])[CH2:5]2.[Li]CCCC.CCCCCC.[CH3:23][N:24]([CH3:35])[C:25]1[CH:26]=[C:27]2[C:32](=[CH:33][CH:34]=1)[C:30](=O)[O:29][CH2:28]2.Cl.[OH-].[Na+]. (4) Given the product [N:3]1[CH:4]=[CH:5][CH:6]=[N:1][C:2]=1[CH2:7][CH2:8][CH2:9]/[CH:10]=[CH:11]/[S:12]([N:15]1[CH2:20][CH2:19][N:18]([C:21]2[N:22]=[CH:23][C:24]([O:27][CH2:28][C:29]([F:30])([F:31])[F:32])=[CH:25][N:26]=2)[CH2:17][CH2:16]1)(=[O:14])=[O:13], predict the reactants needed to synthesize it. The reactants are: [N:1]1[CH:6]=[CH:5][CH:4]=[N:3][C:2]=1[CH2:7][CH2:8][CH2:9][CH:10](O)[CH2:11][S:12]([N:15]1[CH2:20][CH2:19][N:18]([C:21]2[N:26]=[CH:25][C:24]([O:27][CH2:28][C:29]([F:32])([F:31])[F:30])=[CH:23][N:22]=2)[CH2:17][CH2:16]1)(=[O:14])=[O:13].C(N(CC)CC)C.CS(Cl)(=O)=O. (5) Given the product [F:1][C:2]1[CH:3]=[C:4]([C:8]2[C@:9]3([CH2:25][CH2:24][C@H:23]4[C@@H:14]([CH2:15][CH2:16][C:17]5[CH:18]=[C:19]([C:26]([NH:29][CH2:30][C@H:31]([OH:33])[CH3:32])=[O:28])[CH:20]=[CH:21][C:22]=54)[C@@H:11]3[CH2:12][CH:13]=2)[CH3:10])[CH:5]=[N:6][CH:7]=1, predict the reactants needed to synthesize it. The reactants are: [F:1][C:2]1[CH:3]=[C:4]([C:8]2[C@:9]3([CH2:25][CH2:24][C@H:23]4[C@@H:14]([CH2:15][CH2:16][C:17]5[CH:18]=[C:19]([C:26]([OH:28])=O)[CH:20]=[CH:21][C:22]=54)[C@@H:11]3[CH2:12][CH:13]=2)[CH3:10])[CH:5]=[N:6][CH:7]=1.[NH2:29][CH2:30][C@H:31]([OH:33])[CH3:32]. (6) Given the product [Br:1][C:2]1[N:7]2[CH:8]=[N:9][CH:10]=[C:6]2[C:5]([O:11][CH2:14][C@@H:15]2[CH2:20][CH2:19][CH2:18][N:17]([C:21]([O:23][C:24]([CH3:25])([CH3:27])[CH3:26])=[O:22])[CH2:16]2)=[N:4][C:3]=1[Cl:12], predict the reactants needed to synthesize it. The reactants are: [Br:1][C:2]1[N:7]2[CH:8]=[N:9][CH:10]=[C:6]2[C:5]([OH:11])=[N:4][C:3]=1[Cl:12].O[CH2:14][C@@H:15]1[CH2:20][CH2:19][CH2:18][N:17]([C:21]([O:23][C:24]([CH3:27])([CH3:26])[CH3:25])=[O:22])[CH2:16]1.C1(P(C2C=CC=CC=2)C2C=CC=CC=2)C=CC=CC=1.N(C(OCC)=O)=NC(OCC)=O. (7) Given the product [CH2:21]([C:2]1[CH:3]=[C:4]([CH2:9][CH2:10][C:11]([O:13][CH3:14])=[O:12])[CH:5]=[CH:6][C:7]=1[OH:8])[CH3:22], predict the reactants needed to synthesize it. The reactants are: Br[C:2]1[CH:3]=[C:4]([CH2:9][CH2:10][C:11]([O:13][CH3:14])=[O:12])[CH:5]=[CH:6][C:7]=1[OH:8].C([O-])([O-])=O.[Cs+].[Cs+].[CH2:21](B(CC)CC)[CH3:22]. (8) Given the product [F:14][C:10]1[CH:11]=[CH:12][CH:13]=[C:5]([CH2:4][OH:3])[C:6]=1[CH2:7][OH:8], predict the reactants needed to synthesize it. The reactants are: C([O:3][C:4](=O)[C:5]1[C:6](=[C:10]([F:14])[CH:11]=[CH:12][CH:13]=1)[C:7](O)=[O:8])C.C1COCC1.[OH-].[Na+]. (9) Given the product [Si:1]([O:8][CH2:9][CH2:10][CH2:11][N:12]1[C:20]2[C:15](=[C:16]([CH2:21][C:31]#[N:32])[CH:17]=[CH:18][CH:19]=2)[CH:14]=[CH:13]1)([C:4]([CH3:7])([CH3:6])[CH3:5])([CH3:3])[CH3:2], predict the reactants needed to synthesize it. The reactants are: [Si:1]([O:8][CH2:9][CH2:10][CH2:11][N:12]1[C:20]2[CH:19]=[CH:18][CH:17]=[C:16]([CH:21]=O)[C:15]=2[CH:14]=[CH:13]1)([C:4]([CH3:7])([CH3:6])[CH3:5])([CH3:3])[CH3:2].O1CCCC1.[C-]#N.[Li+].[C:31](P(=O)(OCC)OCC)#[N:32].CC(O)(C)C.[I-].[Sm+2].[I-]. (10) Given the product [CH2:1]([O:18][C:12]1[CH:17]=[CH:16][CH:15]=[CH:14][CH:13]=1)[C@@H:3]1[O:5][CH2:4]1, predict the reactants needed to synthesize it. The reactants are: [CH2:1]([C@H:3]1[O:5][CH2:4]1)Cl.C(OC)(C)(C)C.[C:12]1([OH:18])[CH:17]=[CH:16][CH:15]=[CH:14][CH:13]=1.[OH-].[Na+].